From a dataset of Tox21: 12 toxicity assays (nuclear receptors and stress response pathways). Binary classification across 12 toxicity assays. The drug is Nc1c(/N=N/c2ccc(-c3ccc(/N=N/c4cc(S(=O)(=O)[O-])c5ccccc5c4N)cc3)cc2)cc(S(=O)(=O)[O-])c2ccccc12. It tested positive (active) for: NR-AhR (Aryl hydrocarbon Receptor agonist activity).